From a dataset of Catalyst prediction with 721,799 reactions and 888 catalyst types from USPTO. Predict which catalyst facilitates the given reaction. (1) Reactant: [NH2:1][C:2]([C:4]1[CH:25]=[CH:24][C:23]([Cl:26])=[CH:22][C:5]=1[O:6][C:7]1[CH:8]=[C:9]([CH2:13][NH:14][C:15](=[O:21])[O:16][C:17]([CH3:20])([CH3:19])[CH3:18])[CH:10]=[CH:11][CH:12]=1)=O.C(N(CC)CC)C.ClC(Cl)(Cl)C(Cl)=O. Product: [Cl:26][C:23]1[CH:24]=[CH:25][C:4]([C:2]#[N:1])=[C:5]([CH:22]=1)[O:6][C:7]1[CH:8]=[C:9]([CH2:13][NH:14][C:15](=[O:21])[O:16][C:17]([CH3:20])([CH3:18])[CH3:19])[CH:10]=[CH:11][CH:12]=1. The catalyst class is: 4. (2) Reactant: [P:1]([O:13][CH2:14][O:15][C:16]1[CH:21]=[CH:20][CH:19]=[C:18]([C:22]2[N:23]=[C:24]3[N:28]([C:29]=2[C:30]2[CH:35]=[CH:34][N:33]=[C:32]([NH:36][C@@H:37]4[CH2:42][CH2:41][CH2:40][N:39]([S:43]([C:46]5[CH:50]=[CH:49][N:48]([CH3:51])[N:47]=5)(=[O:45])=[O:44])[CH2:38]4)[N:31]=2)[CH:27]=[CH:26][O:25]3)[CH:17]=1)([O:8]C(C)(C)C)([O:3]C(C)(C)C)=[O:2].O. Product: [P:1]([OH:3])([OH:8])([O:13][CH2:14][O:15][C:16]1[CH:21]=[CH:20][CH:19]=[C:18]([C:22]2[N:23]=[C:24]3[N:28]([C:29]=2[C:30]2[CH:35]=[CH:34][N:33]=[C:32]([NH:36][C@@H:37]4[CH2:42][CH2:41][CH2:40][N:39]([S:43]([C:46]5[CH:50]=[CH:49][N:48]([CH3:51])[N:47]=5)(=[O:44])=[O:45])[CH2:38]4)[N:31]=2)[CH:27]=[CH:26][O:25]3)[CH:17]=1)=[O:2]. The catalyst class is: 21. (3) The catalyst class is: 70. Product: [NH2:8][C:6]1[N:7]=[C:2]([C:27]2[CH:26]=[CH:25][C:22]([C:23]#[N:24])=[C:21]([F:20])[CH:28]=2)[CH:3]=[C:4]([NH:9][C:10]([CH3:19])([CH3:18])[CH2:11][C:12]2[CH:17]=[CH:16][CH:15]=[CH:14][CH:13]=2)[N:5]=1. Reactant: Cl[C:2]1[N:7]=[C:6]([NH2:8])[N:5]=[C:4]([NH:9][C:10]([CH3:19])([CH3:18])[CH2:11][C:12]2[CH:17]=[CH:16][CH:15]=[CH:14][CH:13]=2)[CH:3]=1.[F:20][C:21]1[CH:28]=[C:27](B2OC(C)(C)C(C)(C)O2)[CH:26]=[CH:25][C:22]=1[C:23]#[N:24].C([O-])([O-])=O.[Na+].[Na+].